This data is from Full USPTO retrosynthesis dataset with 1.9M reactions from patents (1976-2016). The task is: Predict the reactants needed to synthesize the given product. (1) The reactants are: [CH3:1][C:2](=[O:15])[O:3][CH2:4][CH:5]([CH2:10][O:11]C(=O)C)[O:6][C:7](=[O:9])C.C(=O)(OC)OC.C[O-].[Na+]. Given the product [C:2]([OH:15])(=[O:3])[CH3:1].[OH:11][CH2:10][CH:5]1[CH2:4][O:3][C:7](=[O:9])[O:6]1, predict the reactants needed to synthesize it. (2) Given the product [ClH:10].[Cl:10][C:11]1[CH:24]=[C:15]([C:16]([N:18]2[CH2:23][CH2:22][CH2:21][CH2:20][CH2:19]2)=[O:17])[CH:14]=[N:13][C:12]=1[N:7]1[CH2:8][CH2:9][N:4]([CH:1]2[CH2:3][CH2:2]2)[CH2:5][CH2:6]1, predict the reactants needed to synthesize it. The reactants are: [CH:1]1([N:4]2[CH2:9][CH2:8][NH:7][CH2:6][CH2:5]2)[CH2:3][CH2:2]1.[Cl:10][C:11]1[C:12](Cl)=[N:13][CH:14]=[C:15]([CH:24]=1)[C:16]([N:18]1[CH2:23][CH2:22][CH2:21][CH2:20][CH2:19]1)=[O:17].